Dataset: NCI-60 drug combinations with 297,098 pairs across 59 cell lines. Task: Regression. Given two drug SMILES strings and cell line genomic features, predict the synergy score measuring deviation from expected non-interaction effect. (1) Drug 1: COC1=C2C(=CC3=C1OC=C3)C=CC(=O)O2. Drug 2: CC12CCC3C(C1CCC2OP(=O)(O)O)CCC4=C3C=CC(=C4)OC(=O)N(CCCl)CCCl.[Na+]. Cell line: M14. Synergy scores: CSS=5.23, Synergy_ZIP=5.74, Synergy_Bliss=3.80, Synergy_Loewe=-0.339, Synergy_HSA=-0.382. (2) Drug 1: C1=CC(=CC=C1CCC2=CNC3=C2C(=O)NC(=N3)N)C(=O)NC(CCC(=O)O)C(=O)O. Drug 2: CC12CCC3C(C1CCC2OP(=O)(O)O)CCC4=C3C=CC(=C4)OC(=O)N(CCCl)CCCl.[Na+]. Cell line: SF-539. Synergy scores: CSS=34.2, Synergy_ZIP=-0.0972, Synergy_Bliss=-1.20, Synergy_Loewe=-10.9, Synergy_HSA=0.290. (3) Drug 1: CC1=C(N=C(N=C1N)C(CC(=O)N)NCC(C(=O)N)N)C(=O)NC(C(C2=CN=CN2)OC3C(C(C(C(O3)CO)O)O)OC4C(C(C(C(O4)CO)O)OC(=O)N)O)C(=O)NC(C)C(C(C)C(=O)NC(C(C)O)C(=O)NCCC5=NC(=CS5)C6=NC(=CS6)C(=O)NCCC[S+](C)C)O. Drug 2: CN(C(=O)NC(C=O)C(C(C(CO)O)O)O)N=O. Cell line: HL-60(TB). Synergy scores: CSS=12.9, Synergy_ZIP=-3.02, Synergy_Bliss=-0.687, Synergy_Loewe=-0.928, Synergy_HSA=0.406. (4) Drug 1: C1CCN(CC1)CCOC2=CC=C(C=C2)C(=O)C3=C(SC4=C3C=CC(=C4)O)C5=CC=C(C=C5)O. Drug 2: CC1=C(C(=CC=C1)Cl)NC(=O)C2=CN=C(S2)NC3=CC(=NC(=N3)C)N4CCN(CC4)CCO. Cell line: K-562. Synergy scores: CSS=80.4, Synergy_ZIP=2.45, Synergy_Bliss=0.960, Synergy_Loewe=-4.50, Synergy_HSA=1.38. (5) Drug 1: CC12CCC3C(C1CCC2NC(=O)OCC(F)(F)F)CCC4C3(C=CC(=O)N4C)C. Drug 2: CCC1=C2CN3C(=CC4=C(C3=O)COC(=O)C4(CC)O)C2=NC5=C1C=C(C=C5)O. Cell line: OVCAR3. Synergy scores: CSS=15.7, Synergy_ZIP=2.12, Synergy_Bliss=3.99, Synergy_Loewe=2.16, Synergy_HSA=3.42. (6) Drug 1: COC1=C(C=C2C(=C1)N=CN=C2NC3=CC(=C(C=C3)F)Cl)OCCCN4CCOCC4. Drug 2: CC1=C(C(CCC1)(C)C)C=CC(=CC=CC(=CC(=O)O)C)C. Cell line: NCI-H226. Synergy scores: CSS=23.0, Synergy_ZIP=-4.69, Synergy_Bliss=-1.59, Synergy_Loewe=-1.54, Synergy_HSA=0.0384. (7) Drug 1: CC(CN1CC(=O)NC(=O)C1)N2CC(=O)NC(=O)C2. Drug 2: CC(C)CN1C=NC2=C1C3=CC=CC=C3N=C2N. Cell line: NCI-H226. Synergy scores: CSS=2.48, Synergy_ZIP=-2.62, Synergy_Bliss=3.51, Synergy_Loewe=0.527, Synergy_HSA=0.833. (8) Drug 1: C1=CC(=C2C(=C1NCCNCCO)C(=O)C3=C(C=CC(=C3C2=O)O)O)NCCNCCO. Drug 2: C1=C(C(=O)NC(=O)N1)F. Cell line: NCI-H226. Synergy scores: CSS=45.7, Synergy_ZIP=0.820, Synergy_Bliss=-0.157, Synergy_Loewe=1.34, Synergy_HSA=6.65.